This data is from Peptide-MHC class I binding affinity with 185,985 pairs from IEDB/IMGT. The task is: Regression. Given a peptide amino acid sequence and an MHC pseudo amino acid sequence, predict their binding affinity value. This is MHC class I binding data. (1) The peptide sequence is MPEKRNVVVV. The MHC is HLA-B35:01 with pseudo-sequence HLA-B35:01. The binding affinity (normalized) is 0.226. (2) The peptide sequence is TTTSTALGK. The MHC is HLA-A33:01 with pseudo-sequence HLA-A33:01. The binding affinity (normalized) is 0.